Dataset: Peptide-MHC class II binding affinity with 134,281 pairs from IEDB. Task: Regression. Given a peptide amino acid sequence and an MHC pseudo amino acid sequence, predict their binding affinity value. This is MHC class II binding data. (1) The peptide sequence is QEVEFIGYGKATLECKK. The MHC is DRB5_0101 with pseudo-sequence DRB5_0101. The binding affinity (normalized) is 0.558. (2) The peptide sequence is AALAAAAGVPPADKY. The MHC is DRB1_1101 with pseudo-sequence DRB1_1101. The binding affinity (normalized) is 0.256. (3) The peptide sequence is GELIIVDKIDAAFKI. The MHC is DRB1_0404 with pseudo-sequence DRB1_0404. The binding affinity (normalized) is 0.604. (4) The peptide sequence is DENPVVHFFKNIVTPRTPPP. The MHC is DRB1_0101 with pseudo-sequence DRB1_0101. The binding affinity (normalized) is 0.939. (5) The peptide sequence is AQAVYDFRSIVDYLR. The MHC is DRB1_1501 with pseudo-sequence DRB1_1501. The binding affinity (normalized) is 0.569. (6) The peptide sequence is ALKESWGAIWRIDTP. The MHC is DRB1_0802 with pseudo-sequence DRB1_0802. The binding affinity (normalized) is 0.413. (7) The peptide sequence is IGTGDDCISIGPGST. The MHC is HLA-DPA10301-DPB10402 with pseudo-sequence HLA-DPA10301-DPB10402. The binding affinity (normalized) is 0.159. (8) The peptide sequence is KIPTHRHIVGKPCPK. The MHC is DRB1_0405 with pseudo-sequence DRB1_0405. The binding affinity (normalized) is 0.161. (9) The peptide sequence is KAVEKVTETLLKGAKEVETK. The MHC is DRB1_0301 with pseudo-sequence DRB1_0301. The binding affinity (normalized) is 0.